Dataset: Full USPTO retrosynthesis dataset with 1.9M reactions from patents (1976-2016). Task: Predict the reactants needed to synthesize the given product. (1) Given the product [CH3:33][C:34]1[CH:41]=[CH:40][C:37]([CH2:38][N:15]2[CH2:16][CH2:17][CH:18]([O:21][C:22]3[CH:23]=[C:24]4[C:29](=[CH:30][CH:31]=3)[C:28](=[O:32])[NH:27][CH:26]=[CH:25]4)[CH2:19][CH2:20]2)=[CH:36][CH:35]=1, predict the reactants needed to synthesize it. The reactants are: C(O[BH-](OC(=O)C)OC(=O)C)(=O)C.[Na+].[NH:15]1[CH2:20][CH2:19][CH:18]([O:21][C:22]2[CH:23]=[C:24]3[C:29](=[CH:30][CH:31]=2)[C:28](=[O:32])[NH:27][CH:26]=[CH:25]3)[CH2:17][CH2:16]1.[CH3:33][C:34]1[CH:41]=[CH:40][C:37]([CH:38]=O)=[CH:36][CH:35]=1. (2) Given the product [C:17]([O:21][C:22]([NH:24][C@@H:25]([CH2:36][CH2:37][C:38]([NH:40][C@@H:41]([CH3:47])[C:42]([O:44][CH2:45][CH3:46])=[O:43])=[O:39])[C:26]([O:28][CH2:29][C:30]1[CH:31]=[CH:32][CH:33]=[CH:34][CH:35]=1)=[O:27])=[O:23])([CH3:20])([CH3:19])[CH3:18], predict the reactants needed to synthesize it. The reactants are: C(CCP(CCC(O)=O)CCC(O)=O)(O)=O.[C:17]([O:21][C:22]([NH:24][C@@H:25]([CH2:36][CH2:37][C:38]([NH:40][C@@H:41]([CH2:47]S)[C:42]([O:44][CH2:45][CH3:46])=[O:43])=[O:39])[C:26]([O:28][CH2:29][C:30]1[CH:35]=[CH:34][CH:33]=[CH:32][CH:31]=1)=[O:27])=[O:23])([CH3:20])([CH3:19])[CH3:18].C(S)(C)(C)C.